Dataset: Forward reaction prediction with 1.9M reactions from USPTO patents (1976-2016). Task: Predict the product of the given reaction. (1) Given the reactants C([O:5][C:6](=[O:35])[CH2:7][N:8]1[C:13](=[O:14])[C:12]2[CH:15]=[CH:16][N:17]=[CH:18][C:11]=2[N:10]([CH2:19][C:20](=[O:33])[NH:21][C:22]2[CH:27]=[C:26]([Cl:28])[C:25]([O:29][CH3:30])=[CH:24][C:23]=2[O:31][CH3:32])[C:9]1=[O:34])(C)(C)C, predict the reaction product. The product is: [Cl:28][C:26]1[C:25]([O:29][CH3:30])=[CH:24][C:23]([O:31][CH3:32])=[C:22]([NH:21][C:20]([CH2:19][N:10]2[C:11]3[CH:18]=[N:17][CH:16]=[CH:15][C:12]=3[C:13](=[O:14])[N:8]([CH2:7][C:6]([OH:35])=[O:5])[C:9]2=[O:34])=[O:33])[CH:27]=1. (2) Given the reactants [N:1]1[CH:6]=[C:5]([C:7]2[C@:8]3([CH2:24][CH2:23][C@H:22]4[C@@H:13]([CH2:14][CH2:15][C:16]5[CH:17]=[C:18]([C:25](O)=[O:26])[CH:19]=[CH:20][C:21]=54)[C@@H:10]3[CH2:11][CH:12]=2)[CH3:9])[CH:4]=[N:3][CH:2]=1.[NH2:28][CH2:29][C:30]([CH3:37])([CH3:36])[C:31]([O:33]CC)=[O:32], predict the reaction product. The product is: [CH3:37][C:30]([CH3:36])([CH2:29][NH:28][C:25]([C:18]1[CH:19]=[CH:20][C:21]2[C@@H:22]3[C@H:13]([C@H:10]4[C@@:8]([CH2:24][CH2:23]3)([CH3:9])[C:7]([C:5]3[CH:4]=[N:3][CH:2]=[N:1][CH:6]=3)=[CH:12][CH2:11]4)[CH2:14][CH2:15][C:16]=2[CH:17]=1)=[O:26])[C:31]([OH:33])=[O:32]. (3) Given the reactants [Cl:1][C:2]1[CH:26]=[CH:25][C:5]([C:6]([N:8]2[CH2:13][CH2:12][CH:11]([CH2:14][O:15][C:16]3[CH:23]=[CH:22][CH:21]=[C:20](F)[C:17]=3[C:18]#[N:19])[CH2:10][CH2:9]2)=[O:7])=[CH:4][CH:3]=1.C(=O)(O)O.[NH2:31][C:32]([NH2:34])=[NH:33], predict the reaction product. The product is: [Cl:1][C:2]1[CH:3]=[CH:4][C:5]([C:6]([N:8]2[CH2:9][CH2:10][CH:11]([CH2:14][O:15][C:16]3[CH:23]=[CH:22][CH:21]=[C:20]4[C:17]=3[C:18]([NH2:19])=[N:33][C:32]([NH2:34])=[N:31]4)[CH2:12][CH2:13]2)=[O:7])=[CH:25][CH:26]=1. (4) Given the reactants O=S(Cl)[Cl:3].[NH2:5][C:6]1[N:11]=[C:10]([CH3:12])[C:9]([CH2:13][C:14]2[CH:15]=[C:16]([CH2:20]O)[CH:17]=[CH:18][CH:19]=2)=[C:8]([NH:22][CH2:23][CH2:24][CH2:25][CH2:26][CH3:27])[N:7]=1, predict the reaction product. The product is: [Cl:3][CH2:20][C:16]1[CH:15]=[C:14]([CH:19]=[CH:18][CH:17]=1)[CH2:13][C:9]1[C:8]([NH:22][CH2:23][CH2:24][CH2:25][CH2:26][CH3:27])=[N:7][C:6]([NH2:5])=[N:11][C:10]=1[CH3:12]. (5) Given the reactants [F:1][C:2]([F:21])([F:20])[C:3]1[CH:8]=[C:7]([Cl:9])[CH:6]=[CH:5][C:4]=1[C:10]1[CH:15]=[CH:14][N:13]=[C:12]([C:16](=[N:18][OH:19])[NH2:17])[CH:11]=1.[C:22](N1C=CN=C1)(N1C=CN=C1)=[O:23].N12CCCN=C1CCCCC2.Cl, predict the reaction product. The product is: [F:21][C:2]([F:20])([F:1])[C:3]1[CH:8]=[C:7]([Cl:9])[CH:6]=[CH:5][C:4]=1[C:10]1[CH:15]=[CH:14][N:13]=[C:12]([C:16]2[NH:18][O:19][C:22](=[O:23])[N:17]=2)[CH:11]=1. (6) Given the reactants [C:1]1([C:7]2[O:11][N:10]=[C:9]([C:12]3[CH:13]=[C:14]([CH:19]=[CH:20][CH:21]=3)[C:15]([O:17]C)=[O:16])[CH:8]=2)[CH:6]=[CH:5][CH:4]=[CH:3][CH:2]=1.[OH-].[Na+].O1CCCC1.Cl, predict the reaction product. The product is: [C:1]1([C:7]2[O:11][N:10]=[C:9]([C:12]3[CH:13]=[C:14]([CH:19]=[CH:20][CH:21]=3)[C:15]([OH:17])=[O:16])[CH:8]=2)[CH:2]=[CH:3][CH:4]=[CH:5][CH:6]=1.